From a dataset of Reaction yield outcomes from USPTO patents with 853,638 reactions. Predict the reaction yield, written as a fraction of the theoretical maximum amount of product (1.0 means a 100% yield; for example, 0.34 means a 34% yield). The reactants are [F:1][C:2]1[CH:3]=[C:4]([CH:28]=[CH:29][C:30]=1[F:31])[CH2:5][N:6]1[C:11](=[O:12])[C:10]([CH2:13]OS(C)(=O)=O)=[CH:9][C:8]([C:19]2[CH:24]=[CH:23][C:22]([O:25][CH3:26])=[C:21]([F:27])[CH:20]=2)=[N:7]1.[CH3:32][NH:33][CH3:34]. No catalyst specified. The product is [F:1][C:2]1[CH:3]=[C:4]([CH:28]=[CH:29][C:30]=1[F:31])[CH2:5][N:6]1[C:11](=[O:12])[C:10]([CH2:13][N:33]([CH3:34])[CH3:32])=[CH:9][C:8]([C:19]2[CH:24]=[CH:23][C:22]([O:25][CH3:26])=[C:21]([F:27])[CH:20]=2)=[N:7]1. The yield is 0.771.